Dataset: Peptide-MHC class I binding affinity with 185,985 pairs from IEDB/IMGT. Task: Regression. Given a peptide amino acid sequence and an MHC pseudo amino acid sequence, predict their binding affinity value. This is MHC class I binding data. (1) The peptide sequence is AYDDAEQMY. The MHC is HLA-B08:01 with pseudo-sequence HLA-B08:01. The binding affinity (normalized) is 0.0847. (2) The peptide sequence is WKAIGAYIL. The MHC is HLA-B51:01 with pseudo-sequence HLA-B51:01. The binding affinity (normalized) is 0.0847. (3) The peptide sequence is VPTSRTTWSI. The MHC is HLA-B07:02 with pseudo-sequence HLA-B07:02. The binding affinity (normalized) is 0.638. (4) The binding affinity (normalized) is 0.0801. The MHC is HLA-A30:01 with pseudo-sequence HLA-A30:01. The peptide sequence is SSSPTILDNY.